The task is: Predict the reaction yield, written as a fraction of the theoretical maximum amount of product (1.0 means a 100% yield; for example, 0.34 means a 34% yield).. This data is from Reaction yield outcomes from USPTO patents with 853,638 reactions. (1) The reactants are [C:1]([C:4]1[NH:5][C:6]2[C:11]([C:12]=1[CH:13]1[C:18](=[O:19])[CH2:17][C:16]([CH3:21])([CH3:20])[CH2:15][C:14]1=O)=[CH:10][CH:9]=[CH:8][CH:7]=2)(=O)[CH3:2].C([O-])(=O)C.[NH4+:27]. The catalyst is C(O)C. The product is [CH3:20][C:16]1([CH3:21])[CH2:15][C:14]2[N:27]=[C:1]([CH3:2])[C:4]3[NH:5][C:6]4[CH:7]=[CH:8][CH:9]=[CH:10][C:11]=4[C:12]=3[C:13]=2[C:18](=[O:19])[CH2:17]1. The yield is 0.960. (2) The reactants are [C:1](=[O:4])([O-])[O-:2].[Cs+].[Cs+].[C:7]1(S)[CH:12]=[CH:11][CH:10]=[CH:9]C=1.[OH2:14].[C:15](#[N:17])[CH3:16]. No catalyst specified. The product is [O:2]1[CH2:12][CH2:11][CH2:10][CH2:9][CH:1]1[O:4][CH2:16][CH2:15][NH:17][CH2:7][C:12]1[O:14][CH:9]=[CH:10][CH:11]=1. The yield is 0.650. (3) The reactants are [Cl-].O[NH3+:3].[C:4](=[O:7])([O-])[OH:5].[Na+].CS(C)=O.[CH2:13]([C:17]1[N:21]([CH2:22][C:23]2[CH:28]=[CH:27][C:26]([C:29]3[C:30]([C:35]#[N:36])=[CH:31][CH:32]=[CH:33][CH:34]=3)=[CH:25][CH:24]=2)[C:20](=[O:37])[N:19]([CH2:38][C:39](=[O:44])[C:40]([CH3:43])([CH3:42])[CH3:41])[N:18]=1)[CH2:14][CH2:15][CH3:16]. The catalyst is C(OCC)(=O)C. The product is [CH2:13]([C:17]1[N:21]([CH2:22][C:23]2[CH:28]=[CH:27][C:26]([C:29]3[CH:34]=[CH:33][CH:32]=[CH:31][C:30]=3[C:35]3[NH:3][C:4](=[O:7])[O:5][N:36]=3)=[CH:25][CH:24]=2)[C:20](=[O:37])[N:19]([CH2:38][C:39](=[O:44])[C:40]([CH3:43])([CH3:42])[CH3:41])[N:18]=1)[CH2:14][CH2:15][CH3:16]. The yield is 0.630. (4) The reactants are [Cl:1][C:2]1[CH:3]=[N:4][N:5]([CH3:17])[C:6]=1[C:7]1[CH:8]=[C:9]([C:14]([OH:16])=O)[O:10][C:11]=1[CH2:12][CH3:13].[NH2:18][C@@H:19]([CH2:32][C:33]1[CH:38]=[CH:37][CH:36]=[CH:35][C:34]=1[C:39]([F:42])([F:41])[F:40])[CH2:20][N:21]1[C:29](=[O:30])[C:28]2[C:23](=[CH:24][CH:25]=[CH:26][CH:27]=2)[C:22]1=[O:31].C(N(CC)C(C)C)(C)C.F[P-](F)(F)(F)(F)F.Br[P+](N1CCCC1)(N1CCCC1)N1CCCC1. The catalyst is ClCCl. The product is [Cl:1][C:2]1[CH:3]=[N:4][N:5]([CH3:17])[C:6]=1[C:7]1[CH:8]=[C:9]([C:14]([NH:18][C@@H:19]([CH2:32][C:33]2[CH:38]=[CH:37][CH:36]=[CH:35][C:34]=2[C:39]([F:42])([F:40])[F:41])[CH2:20][N:21]2[C:29](=[O:30])[C:28]3[C:23](=[CH:24][CH:25]=[CH:26][CH:27]=3)[C:22]2=[O:31])=[O:16])[O:10][C:11]=1[CH2:12][CH3:13]. The yield is 0.710. (5) The reactants are [C:1]([C:4]1[S:5][CH:6]=[CH:7][C:8]=1[NH:9][C:10](=[O:22])[CH2:11][C:12]1[C:21]2[C:16](=[CH:17][CH:18]=[CH:19][CH:20]=2)[CH:15]=[CH:14][CH:13]=1)(=[O:3])[CH3:2].CO[C:25](OC)([N:27]([CH3:29])[CH3:28])[CH3:26]. No catalyst specified. The product is [CH3:28][N:27]([CH3:29])/[C:25](/[CH3:26])=[CH:2]/[C:1]([C:4]1[S:5][CH:6]=[CH:7][C:8]=1[NH:9][C:10](=[O:22])[CH2:11][C:12]1[C:21]2[C:16](=[CH:17][CH:18]=[CH:19][CH:20]=2)[CH:15]=[CH:14][CH:13]=1)=[O:3]. The yield is 0.580.